From a dataset of Full USPTO retrosynthesis dataset with 1.9M reactions from patents (1976-2016). Predict the reactants needed to synthesize the given product. Given the product [Cl:1][C:2]1[CH:7]=[CH:6][C:5]([C:8]2[N:9]=[N:10][S:11][C:12]=2[CH2:13][O:14][C:15]2[CH:20]=[CH:19][C:18](/[C:21](=[N:31]\[O:29][CH3:30])/[CH2:22][CH2:23][C:24]([OH:26])=[O:25])=[CH:17][CH:16]=2)=[CH:4][CH:3]=1, predict the reactants needed to synthesize it. The reactants are: [Cl:1][C:2]1[CH:7]=[CH:6][C:5]([C:8]2[N:9]=[N:10][S:11][C:12]=2[CH2:13][O:14][C:15]2[CH:20]=[CH:19][C:18]([C:21](=O)[CH2:22][CH2:23][C:24]([OH:26])=[O:25])=[CH:17][CH:16]=2)=[CH:4][CH:3]=1.Cl.[O:29]([NH2:31])[CH3:30].C([O-])([O-])=O.[K+].[K+].